From a dataset of Full USPTO retrosynthesis dataset with 1.9M reactions from patents (1976-2016). Predict the reactants needed to synthesize the given product. (1) Given the product [C:39]([O:38][C:36]([N:32]1[CH2:33][CH2:34][CH2:35][C@H:31]1[C:28]1[NH:29][CH:30]=[C:26]([C:23]2[CH:24]=[CH:25][C:20]([CH:11]3[N:12]([C:13]4[CH:14]=[CH:15][C:16]([F:19])=[CH:17][CH:18]=4)[CH:8]([C:5]4[CH:6]=[CH:7][C:2]([NH:1][C:55]([C@@H:51]5[CH2:52][CH2:53][CH2:54][N:50]5[C:48]([O:47][C:43]([CH3:46])([CH3:45])[CH3:44])=[O:49])=[O:56])=[CH:3][CH:4]=4)[CH2:9][CH2:10]3)=[CH:21][CH:22]=2)[N:27]=1)=[O:37])([CH3:42])([CH3:41])[CH3:40], predict the reactants needed to synthesize it. The reactants are: [NH2:1][C:2]1[CH:7]=[CH:6][C:5]([CH:8]2[N:12]([C:13]3[CH:18]=[CH:17][C:16]([F:19])=[CH:15][CH:14]=3)[CH:11]([C:20]3[CH:25]=[CH:24][C:23]([C:26]4[N:27]=[C:28]([C@@H:31]5[CH2:35][CH2:34][CH2:33][N:32]5[C:36]([O:38][C:39]([CH3:42])([CH3:41])[CH3:40])=[O:37])[NH:29][CH:30]=4)=[CH:22][CH:21]=3)[CH2:10][CH2:9]2)=[CH:4][CH:3]=1.[C:43]([O:47][C:48]([N:50]1[CH2:54][CH2:53][CH2:52][C@H:51]1[C:55](O)=[O:56])=[O:49])([CH3:46])([CH3:45])[CH3:44].CN(C(ON1N=NC2C=CC=NC1=2)=[N+](C)C)C.F[P-](F)(F)(F)(F)F.CCN(C(C)C)C(C)C.C(=O)([O-])[O-].[K+].[K+]. (2) Given the product [O:27]=[C:25]([N:65]1[CH2:64][CH2:63][CH:62]([S:59]([C:54]2[CH:55]=[CH:56][CH:57]=[CH:58][C:53]=2[C:52]([F:68])([F:51])[F:69])(=[O:61])=[O:60])[CH2:67][CH2:66]1)[CH2:24][NH:23][C:21]([C:18]1[CH:17]=[C:16]([C:10]2[CH:11]=[CH:12][CH:13]=[CH:14][CH:15]=2)[NH:20][N:19]=1)=[O:22], predict the reactants needed to synthesize it. The reactants are: CCN(C(C)C)C(C)C.[C:10]1([C:16]2[NH:20][N:19]=[C:18]([C:21]([NH:23][CH2:24][C:25]([OH:27])=O)=[O:22])[CH:17]=2)[CH:15]=[CH:14][CH:13]=[CH:12][CH:11]=1.C1C=CC2N(O)N=NC=2C=1.CCN=C=NCCCN(C)C.Cl.Cl.[F:51][C:52]([F:69])([F:68])[C:53]1[CH:58]=[CH:57][CH:56]=[CH:55][C:54]=1[S:59]([CH:62]1[CH2:67][CH2:66][NH:65][CH2:64][CH2:63]1)(=[O:61])=[O:60].C(OC(N1CCC(SC2C=CC=CC=2C(F)(F)F)CC1)=O)(C)(C)C.OO.Cl. (3) Given the product [NH2:1][C:2]1[C:3]([C:9]#[N:11])=[N:4][C:5]([Br:8])=[CH:6][N:7]=1, predict the reactants needed to synthesize it. The reactants are: [NH2:1][C:2]1[C:3]([C:9]([NH2:11])=O)=[N:4][C:5]([Br:8])=[CH:6][N:7]=1.O=P(Cl)(Cl)Cl.C([O-])(O)=O.[Na+]. (4) Given the product [CH:19]1([NH:22][C:1]([C:4]2[CH:9]=[CH:8][C:7]([B:10]3[O:18][C:15]([CH3:17])([CH3:16])[C:12]([CH3:14])([CH3:13])[O:11]3)=[CH:6][CH:5]=2)=[O:3])[CH2:21][CH2:20]1, predict the reactants needed to synthesize it. The reactants are: [C:1]([C:4]1[CH:9]=[CH:8][C:7]([B:10]2[O:18][C:15]([CH3:17])([CH3:16])[C:12]([CH3:14])([CH3:13])[O:11]2)=[CH:6][CH:5]=1)([OH:3])=O.[CH:19]1([NH2:22])[CH2:21][CH2:20]1.C(N(CC)CC)C.CN(C(ON1N=NC2C=CC=NC1=2)=[N+](C)C)C.F[P-](F)(F)(F)(F)F. (5) Given the product [ClH:21].[Br:1][C:2]1[CH:3]=[C:4]([CH2:8][C:9]([CH3:20])([CH3:19])[CH2:10][NH2:11])[CH:5]=[CH:6][CH:7]=1, predict the reactants needed to synthesize it. The reactants are: [Br:1][C:2]1[CH:3]=[C:4]([CH2:8][C:9]([CH3:20])([CH3:19])[CH2:10][NH:11]C(=O)OC(C)(C)C)[CH:5]=[CH:6][CH:7]=1.[ClH:21].CCOC(C)=O.